This data is from Catalyst prediction with 721,799 reactions and 888 catalyst types from USPTO. The task is: Predict which catalyst facilitates the given reaction. (1) Reactant: Br[C:2]1[CH:7]=[CH:6][C:5]([C:8]2[S:9][CH:10]=[CH:11][C:12]=2[NH:13][S:14]([CH:17]([CH3:19])[CH3:18])(=[O:16])=[O:15])=[CH:4][CH:3]=1.[B:20]1([B:20]2[O:24][C:23]([CH3:26])([CH3:25])[C:22]([CH3:28])([CH3:27])[O:21]2)[O:24][C:23]([CH3:26])([CH3:25])[C:22]([CH3:28])([CH3:27])[O:21]1.CC([O-])=O.[K+]. Product: [CH3:27][C:22]1([CH3:28])[C:23]([CH3:26])([CH3:25])[O:24][B:20]([C:2]2[CH:7]=[CH:6][C:5]([C:8]3[S:9][CH:10]=[CH:11][C:12]=3[NH:13][S:14]([CH:17]([CH3:19])[CH3:18])(=[O:16])=[O:15])=[CH:4][CH:3]=2)[O:21]1. The catalyst class is: 151. (2) Reactant: [Si:1]([O:8][CH:9]([C:11]1[CH:12]=[CH:13][C:14]([C:17](=O)[CH:18]([CH3:42])[CH2:19][C:20](=O)[CH:21]([C:29]2[CH:34]=[CH:33][C:32]([S:35]([CH:38]3[CH2:40][CH2:39]3)(=[O:37])=[O:36])=[CH:31][CH:30]=2)[CH2:22][CH:23]2[CH2:28][CH2:27][O:26][CH2:25][CH2:24]2)=[N:15][CH:16]=1)[CH3:10])([C:4]([CH3:7])([CH3:6])[CH3:5])([CH3:3])[CH3:2].C([O-])(=O)C.[NH4+:48]. Product: [Si:1]([O:8][CH:9]([C:11]1[CH:12]=[CH:13][C:14]([C:17]2[NH:48][C:20]([CH:21]([C:29]3[CH:34]=[CH:33][C:32]([S:35]([CH:38]4[CH2:40][CH2:39]4)(=[O:37])=[O:36])=[CH:31][CH:30]=3)[CH2:22][CH:23]3[CH2:24][CH2:25][O:26][CH2:27][CH2:28]3)=[CH:19][C:18]=2[CH3:42])=[N:15][CH:16]=1)[CH3:10])([C:4]([CH3:5])([CH3:6])[CH3:7])([CH3:3])[CH3:2]. The catalyst class is: 342.